Dataset: Peptide-MHC class I binding affinity with 185,985 pairs from IEDB/IMGT. Task: Regression. Given a peptide amino acid sequence and an MHC pseudo amino acid sequence, predict their binding affinity value. This is MHC class I binding data. (1) The peptide sequence is PATLFVWYFW. The MHC is HLA-B58:01 with pseudo-sequence HLA-B58:01. The binding affinity (normalized) is 0.155. (2) The binding affinity (normalized) is 0. The peptide sequence is ERYFRIHSL. The MHC is HLA-A11:01 with pseudo-sequence HLA-A11:01. (3) The peptide sequence is DRLHPPNKL. The MHC is HLA-B58:01 with pseudo-sequence HLA-B58:01. The binding affinity (normalized) is 0.0847. (4) The peptide sequence is YFDPANGKF. The MHC is HLA-C05:01 with pseudo-sequence HLA-C05:01. The binding affinity (normalized) is 0.566. (5) The MHC is H-2-Kb with pseudo-sequence H-2-Kb. The peptide sequence is FIFLYRSL. The binding affinity (normalized) is 0.860. (6) The peptide sequence is YVFPVIFSK. The MHC is Patr-A0301 with pseudo-sequence Patr-A0301. The binding affinity (normalized) is 0.621. (7) The peptide sequence is RQAELSKAY. The MHC is HLA-A02:03 with pseudo-sequence HLA-A02:03. The binding affinity (normalized) is 0.0847. (8) The peptide sequence is YNFSLGAAVK. The MHC is H-2-Db with pseudo-sequence H-2-Db. The binding affinity (normalized) is 0.0535. (9) The peptide sequence is MMMPMFNAF. The MHC is BoLA-HD6 with pseudo-sequence BoLA-HD6. The binding affinity (normalized) is 0.299.